This data is from Experimentally validated miRNA-target interactions with 360,000+ pairs, plus equal number of negative samples. The task is: Binary Classification. Given a miRNA mature sequence and a target amino acid sequence, predict their likelihood of interaction. (1) The miRNA is ssc-miR-34c with sequence AGGCAGUGUAGUUAGCUGAUUGC. The protein sequence of the target gene is MGKEQELLEAARTGHLPAVEKLLSGKRLSSGFGGGGGGGSGGGGGGSGGGGGGLGSSSHPLSSLLSMWRGPNVNCVDSTGYTPLHHAALNGHKDVVEVLLRNDALTNVADSKGCYPLHLAAWKGDAQIVRLLIHQGPSHTRVNEQNNDNETALHCAAQYGHTEVVKVLLEELTDPTMRNNKFETPLDLAALYGRLEVVKMLLNAHPNLLSCNTKKHTPLHLAARNGHKAVVQVLLDAGMDSNYQTEMGSALHEAALFGKTDVVQILLAAGTDVNIKDNHGLTALDTVRELPSQKSQQIAA.... Result: 0 (no interaction). (2) The miRNA is hsa-miR-4766-5p with sequence UCUGAAAGAGCAGUUGGUGUU. The protein sequence of the target gene is MEVAWLVYVLGQQPLARQGEGQSRLVPGRGLVLWLPGLPRSSPSWPAVDLAPLAPARPRGPLICHTGHEQAGREPGPGSSTKGPVLHDQDTRCAFLPRPPGPLQTRRYCRHQGRQGSGLGAGPGAGTWAPAPPGVSKPRCPGRARPGEGQQQVTTARPPAINRGARQPRAGAAAAGRGPGAGAWRTGEAAASAGPAVGEGGAMGSRRAPSRGWGAGGRSGAGGDGEDDGPVWIPSPASRSYLLSVRPETSLSSNRLSHPSSGRSTFCSIIAQLTEETQPLFETTLKSRSVSEDSDVRFTC.... Result: 0 (no interaction). (3) The miRNA is hsa-miR-4521 with sequence GCUAAGGAAGUCCUGUGCUCAG. The protein sequence of the target gene is MARRGWRRAPLRRGVGSSPRARRLMRPLWLLLAVGVFDWAGASDGGGGEARAMDEEIVSEKQAEESHRQDSANLLIFILLLTLTILTIWLFKHRRARFLHETGLAMIYGLLVGLVLRYGIHVPSDVNNVTLSCEVQSSPTTLLVTFDPEVFFNILLPPIIFYAGYSLKRRHFFRNLGSILAYAFLGTAISCFVIGSIMYGCVTLMKVTGQLAGDFYFTDCLLFGAIVSATDPVTVLAIFHELQVDVELYALLFGESVLNDAVAIVLSSSIVAYQPAGDNSHTFDVTAMFKSIGIFLGIFS.... Result: 0 (no interaction). (4) The protein sequence of the target gene is MAQGSVSFNDVTVDFTQEEWQHLDHAQKTLYMDVMLENYCHLISVGCHMTKPDVILKLERGEEPWTSFAGHTCLEENWKAEDFLVKFKEHQEKYSRSVVSINHKKLVKEKSKIYEKTFTLGKNPVNSKNLPPEYDTHGRILKNVSELIISNLNPARKRLSEYNGYGKSLLSTKQETTHPEVKSHNQSARAFSHNEVLMQYQKTETPAQSFGYNDCEKSFLQRGGLITHSRPYKGENPSVYNKKRRATNIEKKHTCNECGKSFCRKSVLILHQGIHSEEKPYQCHQCGNAFRRKSYLIDHQ.... The miRNA is hsa-miR-95-5p with sequence UCAAUAAAUGUCUGUUGAAUU. Result: 1 (interaction).